Dataset: Full USPTO retrosynthesis dataset with 1.9M reactions from patents (1976-2016). Task: Predict the reactants needed to synthesize the given product. (1) Given the product [CH2:2]=[C:3]1[O:7][C:6]([C:9]23[CH2:16][CH:15]4[CH2:17][CH:11]([CH2:12][CH:13]([CH2:14]4)[CH2:18]2)[CH2:10]3)([CH3:8])[O:5][C:4]1=[O:19], predict the reactants needed to synthesize it. The reactants are: Br[CH2:2][CH:3]1[O:7][C:6]([C:9]23[CH2:18][CH:13]4[CH2:14][CH:15]([CH2:17][CH:11]([CH2:12]4)[CH2:10]2)[CH2:16]3)([CH3:8])[O:5][C:4]1=[O:19].CN(C)C=O. (2) The reactants are: [CH3:1][O:2][C:3]1[N:8]=[C:7]([CH3:9])[C:6]([OH:10])=[CH:5][CH:4]=1.[C:11](=O)([O-])[O-].[K+].[K+].CI.O. Given the product [CH3:11][O:10][C:6]1[C:7]([CH3:9])=[N:8][C:3]([O:2][CH3:1])=[CH:4][CH:5]=1, predict the reactants needed to synthesize it.